From a dataset of Blood-brain barrier permeability classification from the B3DB database. Regression/Classification. Given a drug SMILES string, predict its absorption, distribution, metabolism, or excretion properties. Task type varies by dataset: regression for continuous measurements (e.g., permeability, clearance, half-life) or binary classification for categorical outcomes (e.g., BBB penetration, CYP inhibition). Dataset: b3db_classification. The molecule is CN1CCCC[C@H]1CCN1c2ccccc2Sc2ccc(S(C)(=O)=O)cc21. The result is 1 (penetrates BBB).